Dataset: Peptide-MHC class II binding affinity with 134,281 pairs from IEDB. Task: Regression. Given a peptide amino acid sequence and an MHC pseudo amino acid sequence, predict their binding affinity value. This is MHC class II binding data. (1) The peptide sequence is LCSDKQPCNGVTMND. The MHC is HLA-DQA10501-DQB10301 with pseudo-sequence HLA-DQA10501-DQB10301. The binding affinity (normalized) is 0.306. (2) The peptide sequence is GKKEEKKEEKKESGD. The MHC is HLA-DPA10301-DPB10402 with pseudo-sequence HLA-DPA10301-DPB10402. The binding affinity (normalized) is 0.186. (3) The peptide sequence is FYREPVDQKQFKQDS. The MHC is DRB1_0101 with pseudo-sequence DRB1_0101. The binding affinity (normalized) is 0. (4) The peptide sequence is GDSRLTYQWHKEGSS. The MHC is DRB1_0405 with pseudo-sequence DRB1_0405. The binding affinity (normalized) is 0.